Dataset: Tox21: 12 toxicity assays (nuclear receptors and stress response pathways). Task: Binary classification across 12 toxicity assays. (1) The drug is ClC1=C(Cl)C2(Cl)C(CBr)CC1(Cl)C2(Cl)Cl. It tested positive (active) for: SR-MMP (Mitochondrial Membrane Potential disruption). (2) The drug is CCCc1c(OCCCCc2nnn[nH]2)ccc(C(C)=O)c1O. It tested positive (active) for: NR-PPAR-gamma (PPAR-gamma nuclear receptor agonist), SR-MMP (Mitochondrial Membrane Potential disruption), and SR-p53 (p53 tumor suppressor activation). (3) The compound is O=[N+]([O-])c1ccc(Nc2ccccc2)cc1. It tested positive (active) for: SR-MMP (Mitochondrial Membrane Potential disruption). (4) The compound is N#CC(Br)Br. It tested positive (active) for: SR-ARE (Antioxidant Response Element (oxidative stress)), and SR-ATAD5 (ATAD5 genotoxicity (DNA damage)). (5) The molecule is Nc1nc(-c2ccccc2)cs1. It tested positive (active) for: NR-AhR (Aryl hydrocarbon Receptor agonist activity), NR-ER (Estrogen Receptor agonist activity), SR-ARE (Antioxidant Response Element (oxidative stress)), and SR-MMP (Mitochondrial Membrane Potential disruption). (6) The drug is Oc1c(Cl)ccc(Cl)c1Cl. It tested positive (active) for: SR-ARE (Antioxidant Response Element (oxidative stress)), and SR-MMP (Mitochondrial Membrane Potential disruption). (7) The drug is Cn1c(CCCC(=O)O)nc2cc(N(CCCl)CCCl)ccc21. It tested positive (active) for: SR-p53 (p53 tumor suppressor activation). (8) The drug is O=C1OC(c2ccc(O)c(S(=O)(=O)[O-])c2)(c2ccc(O)c(S(=O)(=O)[O-])c2)c2c(Br)c(Br)c(Br)c(Br)c21. It tested positive (active) for: SR-ARE (Antioxidant Response Element (oxidative stress)). (9) The compound is C/C=C(C(=C/C)/c1ccc(O)cc1)\c1ccc(O)cc1. It tested positive (active) for: NR-ER (Estrogen Receptor agonist activity), NR-ER-LBD (Estrogen Receptor Ligand Binding Domain agonist), SR-ARE (Antioxidant Response Element (oxidative stress)), SR-HSE (Heat Shock Element response), SR-MMP (Mitochondrial Membrane Potential disruption), and SR-p53 (p53 tumor suppressor activation). (10) The compound is CCCCCCCCCCC=CC1CC(=O)OC1=O. It tested positive (active) for: SR-ARE (Antioxidant Response Element (oxidative stress)).